This data is from Forward reaction prediction with 1.9M reactions from USPTO patents (1976-2016). The task is: Predict the product of the given reaction. (1) Given the reactants FC1CCCN(C([O-])=O)C1.C(O[C:16]([N:18]1[CH2:23][CH2:22][C@H:21]([O:24][C:25]2[CH:30]=[CH:29][C:28]([C:31]3[N:36]=[CH:35][N:34]=[C:33]([NH:37][C:38]4[S:42][CH:41]=[N:40][C:39]=4[C:43](OCC)=[O:44])[N:32]=3)=[CH:27][C:26]=2[C:48]#[N:49])[C@H:20]([F:50])[CH2:19]1)=[O:17])(C)(C)C.[H-].[Al+3].[Li+].[H-].[H-].[H-].C1C[O:60][CH2:59][CH2:58]1, predict the reaction product. The product is: [F:50][C@H:20]1[C@@H:21]([O:24][C:25]2[CH:30]=[CH:29][C:28]([C:31]3[N:32]=[C:33]([NH:37][C:38]4[S:42][CH:41]=[N:40][C:39]=4[CH2:43][OH:44])[N:34]=[CH:35][N:36]=3)=[CH:27][C:26]=2[C:48]#[N:49])[CH2:22][CH2:23][N:18]([C:16](=[O:17])[C@@H:59]([OH:60])[CH3:58])[CH2:19]1. (2) Given the reactants [F:1][C:2]([F:15])([F:14])[CH2:3][CH2:4][O:5][CH2:6][C:7]1[N:12]=[C:11]([NH2:13])[CH:10]=[CH:9][CH:8]=1.[Cl:16][C:17]1[CH:22]=[C:21]([Cl:23])[CH:20]=[C:19]([CH3:24])[C:18]=1[S:25](Cl)(=[O:27])=[O:26], predict the reaction product. The product is: [Cl:16][C:17]1[CH:22]=[C:21]([Cl:23])[CH:20]=[C:19]([CH3:24])[C:18]=1[S:25]([NH:13][C:11]1[CH:10]=[CH:9][CH:8]=[C:7]([CH2:6][O:5][CH2:4][CH2:3][C:2]([F:1])([F:14])[F:15])[N:12]=1)(=[O:27])=[O:26]. (3) Given the reactants [N+:1]([C:4]1[CH:5]=[C:6]([C:14]([N:16]2[CH2:21][CH2:20][N:19]([CH3:22])[CH2:18][CH2:17]2)=[O:15])[CH:7]=[C:8]([C:10]([F:13])([F:12])[F:11])[CH:9]=1)([O-])=O.[H][H], predict the reaction product. The product is: [NH2:1][C:4]1[CH:5]=[C:6]([C:14]([N:16]2[CH2:21][CH2:20][N:19]([CH3:22])[CH2:18][CH2:17]2)=[O:15])[CH:7]=[C:8]([C:10]([F:11])([F:12])[F:13])[CH:9]=1. (4) Given the reactants C([O:8][C@H:9]1[C@@H:14]([O:15]CC2C=CC=CC=2)[C@H:13]([O:23]CC2C=CC=CC=2)[C@@H:12]([CH2:31][O:32]CC2C=CC=CC=2)[O:11][C@:10]21[CH2:48][CH2:47][C:46]1[C:41](=[CH:42][CH:43]=[C:44]([O:49]CC3C=CC=CC=3)[CH:45]=1)[O:40]2)C1C=CC=CC=1.C(O)(=O)C.O1CCOCC1, predict the reaction product. The product is: [OH:32][CH2:31][C@H:12]1[O:11][C@@:10]2([CH2:48][CH2:47][C:46]3[C:41](=[CH:42][CH:43]=[C:44]([OH:49])[CH:45]=3)[O:40]2)[C@@H:9]([OH:8])[C@@H:14]([OH:15])[C@@H:13]1[OH:23]. (5) Given the reactants C([NH:8][CH:9]([CH:12]1[CH2:16][CH2:15][N:14](CC2C=CC=CC=2)[CH2:13]1)[CH2:10][F:11])C1C=CC=CC=1.[H][H], predict the reaction product. The product is: [F:11][CH2:10][CH:9]([NH2:8])[CH:12]1[CH2:16][CH2:15][NH:14][CH2:13]1. (6) Given the reactants Cl[C:2]1[C:7]([C:8]#[N:9])=[CH:6][CH:5]=[C:4]([C:10]2[CH:15]=[CH:14][C:13]([F:16])=[CH:12][CH:11]=2)[N:3]=1.Cl.[NH:18]1[CH2:23][CH2:22][CH2:21][CH:20]([NH:24][C:25]2[N:30]=[CH:29][C:28]([C:31]#[N:32])=[CH:27][CH:26]=2)[CH2:19]1.C(N(CC)C(C)C)(C)C, predict the reaction product. The product is: [C:31]([C:28]1[CH:27]=[CH:26][C:25]([NH:24][CH:20]2[CH2:21][CH2:22][CH2:23][N:18]([C:2]3[C:7]([C:8]#[N:9])=[CH:6][CH:5]=[C:4]([C:10]4[CH:15]=[CH:14][C:13]([F:16])=[CH:12][CH:11]=4)[N:3]=3)[CH2:19]2)=[N:30][CH:29]=1)#[N:32]. (7) Given the reactants Br[C:2]1[CH:7]=[CH:6][C:5]([C:8]2[C:19](=[O:20])[N:18]([CH2:21][CH:22]3[CH2:27][CH2:26][N:25]([C:28]([O:30][C:31]([CH3:34])([CH3:33])[CH3:32])=[O:29])[CH2:24][CH2:23]3)[C:11]3[N:12]=[C:13]([S:16][CH3:17])[N:14]=[CH:15][C:10]=3[CH:9]=2)=[C:4]([Cl:35])[CH:3]=1.[CH3:36][C:37]1([CH3:53])[C:41]([CH3:43])([CH3:42])[O:40][B:39]([B:39]2[O:40][C:41]([CH3:43])([CH3:42])[C:37]([CH3:53])([CH3:36])[O:38]2)[O:38]1.C([O-])(=O)C.[K+].N#N, predict the reaction product. The product is: [Cl:35][C:4]1[CH:3]=[C:2]([B:39]2[O:40][C:41]([CH3:43])([CH3:42])[C:37]([CH3:53])([CH3:36])[O:38]2)[CH:7]=[CH:6][C:5]=1[C:8]1[C:19](=[O:20])[N:18]([CH2:21][CH:22]2[CH2:27][CH2:26][N:25]([C:28]([O:30][C:31]([CH3:34])([CH3:33])[CH3:32])=[O:29])[CH2:24][CH2:23]2)[C:11]2[N:12]=[C:13]([S:16][CH3:17])[N:14]=[CH:15][C:10]=2[CH:9]=1. (8) Given the reactants [NH:1]([CH:5]1[CH2:10][CH2:9][N:8]([C:11]([O:13][CH2:14][CH3:15])=[O:12])[CH2:7][CH2:6]1)[C:2]([NH2:4])=[S:3].Br[CH2:17][C:18]([C:20]1[CH:28]=[CH:27][C:23]([C:24]([OH:26])=[O:25])=[CH:22][CH:21]=1)=O, predict the reaction product. The product is: [CH2:14]([O:13][C:11]([N:8]1[CH2:9][CH2:10][CH:5]([NH:1][C:2]2[S:3][CH:17]=[C:18]([C:20]3[CH:28]=[CH:27][C:23]([C:24]([OH:26])=[O:25])=[CH:22][CH:21]=3)[N:4]=2)[CH2:6][CH2:7]1)=[O:12])[CH3:15]. (9) Given the reactants [Li]CCCC.Br[C:7]1[CH:28]=[CH:27][CH:26]=[CH:25][C:8]=1[CH:9]=[C:10]1[C:16]2[CH:17]=[CH:18][CH:19]=[CH:20][C:15]=2[CH2:14][CH2:13][C:12]2[CH:21]=[CH:22][CH:23]=[CH:24][C:11]1=2.[B:29](OC(C)C)([O:34]C(C)C)[O:30]C(C)C.Cl, predict the reaction product. The product is: [CH:21]1[C:12]2[CH2:13][CH2:14][C:15]3[CH:20]=[CH:19][CH:18]=[CH:17][C:16]=3[C:10](=[CH:9][C:8]3[CH:25]=[CH:26][CH:27]=[CH:28][C:7]=3[B:29]([OH:34])[OH:30])[C:11]=2[CH:24]=[CH:23][CH:22]=1.